This data is from CYP2C19 inhibition data for predicting drug metabolism from PubChem BioAssay. The task is: Regression/Classification. Given a drug SMILES string, predict its absorption, distribution, metabolism, or excretion properties. Task type varies by dataset: regression for continuous measurements (e.g., permeability, clearance, half-life) or binary classification for categorical outcomes (e.g., BBB penetration, CYP inhibition). Dataset: cyp2c19_veith. (1) The molecule is COC(=O)N1CCC2(CCCN(C)C2)CC1. The result is 0 (non-inhibitor). (2) The compound is Cc1ccc(N=Nc2c(O)ccc3cc(S(=O)(=O)O)ccc23)cc1. The result is 0 (non-inhibitor).